Dataset: Forward reaction prediction with 1.9M reactions from USPTO patents (1976-2016). Task: Predict the product of the given reaction. (1) Given the reactants O=[C:2]([C:6]1[CH:11]=[N:10][CH:9]=[CH:8][N:7]=1)[CH2:3][C:4]#[N:5].[CH3:12][NH:13][NH2:14], predict the reaction product. The product is: [CH3:12][N:13]1[C:4]([NH2:5])=[CH:3][C:2]([C:6]2[CH:11]=[N:10][CH:9]=[CH:8][N:7]=2)=[N:14]1. (2) Given the reactants [C:1]([O:6][C:7]1([CH3:20])[CH:14]2[CH2:15][C:10]3([C:17](O)=[O:18])[CH2:11][CH:12]([CH2:16][CH:8]1[CH2:9]3)[CH2:13]2)(=[O:5])[C:2]([CH3:4])=[CH2:3].C(Cl)(=O)C([Cl:24])=O, predict the reaction product. The product is: [C:1]([O:6][C:7]1([CH3:20])[CH:14]2[CH2:15][C:10]3([C:17]([Cl:24])=[O:18])[CH2:11][CH:12]([CH2:16][CH:8]1[CH2:9]3)[CH2:13]2)(=[O:5])[C:2]([CH3:4])=[CH2:3]. (3) Given the reactants [CH2:1]([N:8]1[CH2:14][CH:13]([OH:15])[C:10]2([CH2:12][CH2:11]2)[CH2:9]1)[C:2]1[CH:7]=[CH:6][CH:5]=[CH:4][CH:3]=1.[H-].[Na+].S(OC)([C:21]1C=CC(C)=CC=1)(=O)=O, predict the reaction product. The product is: [CH2:1]([N:8]1[CH2:14][CH:13]([O:15][CH3:21])[C:10]2([CH2:11][CH2:12]2)[CH2:9]1)[C:2]1[CH:3]=[CH:4][CH:5]=[CH:6][CH:7]=1. (4) Given the reactants [F:1][C:2]([F:16])([F:15])[C:3]1[N:7]2[CH:8]=[C:9](B(O)O)[CH:10]=[CH:11][C:6]2=[N:5][N:4]=1.Br[C:18]1[CH:23]=[CH:22][C:21]([O:24][C:25]([F:28])([F:27])[F:26])=[C:20]([F:29])[CH:19]=1.C([O-])([O-])=O.[Na+].[Na+], predict the reaction product. The product is: [F:29][C:20]1[CH:19]=[C:18]([C:9]2[CH:10]=[CH:11][C:6]3[N:7]([C:3]([C:2]([F:16])([F:15])[F:1])=[N:4][N:5]=3)[CH:8]=2)[CH:23]=[CH:22][C:21]=1[O:24][C:25]([F:26])([F:27])[F:28]. (5) Given the reactants [F:1][C:2]1[CH:3]=[C:4]([CH:29]=[C:30]([N:32]2[CH2:37][CH2:36][O:35][CH2:34][CH2:33]2)[CH:31]=1)[C:5]([NH:7][C:8]1[C:17]2[C:12](=[CH:13][CH:14]=[CH:15][CH:16]=2)[C:11]([O:18][C:19]2[CH:24]=[CH:23][N:22]=[C:21](S(C)(=O)=O)[N:20]=2)=[CH:10][CH:9]=1)=[O:6].[CH3:38][O:39][CH2:40][CH2:41][NH2:42], predict the reaction product. The product is: [F:1][C:2]1[CH:3]=[C:4]([CH:29]=[C:30]([N:32]2[CH2:37][CH2:36][O:35][CH2:34][CH2:33]2)[CH:31]=1)[C:5]([NH:7][C:8]1[C:17]2[C:12](=[CH:13][CH:14]=[CH:15][CH:16]=2)[C:11]([O:18][C:19]2[CH:24]=[CH:23][N:22]=[C:21]([NH:42][CH2:41][CH2:40][O:39][CH3:38])[N:20]=2)=[CH:10][CH:9]=1)=[O:6]. (6) Given the reactants [CH3:1][O:2][C:3](=[O:12])[C:4]1[CH:9]=[CH:8][CH:7]=[C:6]([CH2:10]Br)[CH:5]=1.[CH2:13]([NH:16][CH2:17][CH2:18][CH3:19])[CH2:14][CH3:15], predict the reaction product. The product is: [CH3:1][O:2][C:3](=[O:12])[C:4]1[CH:9]=[CH:8][CH:7]=[C:6]([CH2:10][N:16]([CH2:17][CH2:18][CH3:19])[CH2:13][CH2:14][CH3:15])[CH:5]=1. (7) Given the reactants [CH3:1][NH:2][C:3]([C:5]1[CH:10]=[C:9]([O:11][C:12]2[CH:17]=[CH:16][C:15]([C:18]#[N:19])=[CH:14][C:13]=2[CH3:20])[CH:8]=[CH:7][N:6]=1)=[O:4], predict the reaction product. The product is: [CH3:1][NH:2][C:3]([C:5]1[CH:10]=[C:9]([O:11][C:12]2[CH:17]=[CH:16][C:15]([CH2:18][NH2:19])=[CH:14][C:13]=2[CH3:20])[CH:8]=[CH:7][N:6]=1)=[O:4]. (8) Given the reactants C([O:3][C:4]([C:6]1[S:7][C:8]([O:19][CH2:20][CH3:21])=[C:9]2[C:17]3[N:16]([CH3:18])[N:15]=[CH:14][C:13]=3[CH2:12][CH2:11][C:10]=12)=[O:5])C.[OH-].[K+].C1COCC1, predict the reaction product. The product is: [CH2:20]([O:19][C:8]1[S:7][C:6]([C:4]([OH:5])=[O:3])=[C:10]2[C:9]=1[C:17]1[N:16]([CH3:18])[N:15]=[CH:14][C:13]=1[CH2:12][CH2:11]2)[CH3:21]. (9) Given the reactants Br[C:2]1[C:10]2[C:9]([NH:11][C@H:12]([C:14]3[N:19]([C:20]4[CH:25]=[CH:24][CH:23]=[CH:22][CH:21]=4)[C:18](=[O:26])[C:17]4=[C:27]([CH3:30])[CH:28]=[CH:29][N:16]4[N:15]=3)[CH3:13])=[N:8][CH:7]=[N:6][C:5]=2[N:4]([CH2:31][O:32][CH2:33][CH2:34][Si:35]([CH3:38])([CH3:37])[CH3:36])[CH:3]=1.[CH3:39][O:40][C:41]1[CH:46]=[CH:45][CH:44]=[C:43](B2OC(C)(C)C(C)(C)O2)[N:42]=1.C(=O)([O-])[O-].[Na+].[Na+], predict the reaction product. The product is: [CH3:39][O:40][C:41]1[N:42]=[C:43]([C:2]2[C:10]3[C:9]([NH:11][C@H:12]([C:14]4[N:19]([C:20]5[CH:25]=[CH:24][CH:23]=[CH:22][CH:21]=5)[C:18](=[O:26])[C:17]5=[C:27]([CH3:30])[CH:28]=[CH:29][N:16]5[N:15]=4)[CH3:13])=[N:8][CH:7]=[N:6][C:5]=3[N:4]([CH2:31][O:32][CH2:33][CH2:34][Si:35]([CH3:38])([CH3:36])[CH3:37])[CH:3]=2)[CH:44]=[CH:45][CH:46]=1.